From a dataset of Reaction yield outcomes from USPTO patents with 853,638 reactions. Predict the reaction yield, written as a fraction of the theoretical maximum amount of product (1.0 means a 100% yield; for example, 0.34 means a 34% yield). (1) The product is [F:1][C:2]1[CH:3]=[C:4]([C:5]2[NH:17][CH:16]=[CH:15][N:6]=2)[CH:7]=[CH:8][CH:9]=1. The yield is 0.410. The catalyst is C(OCC)(=O)C.O.CO. The reactants are [F:1][C:2]1[CH:3]=[C:4]([CH:7]=[CH:8][CH:9]=1)[C:5]#[N:6].C[O-].[Na+].CO[CH:15](OC)[CH2:16][NH2:17].C(O)(=O)C.Cl. (2) The reactants are [C:1]([O:5][C:6]([N:8]1[CH2:21][CH2:20][N:19]2[CH:10]([C:11](=[O:24])[NH:12][C:13]3[C:18]2=[N:17][CH:16]=[C:15]([CH2:22]O)[CH:14]=3)[CH2:9]1)=[O:7])([CH3:4])([CH3:3])[CH3:2].[I-].C(C[P+](C)(C)C)#N.C(N(C(C)C)C(C)C)C.Cl.[Cl:43][C:44]1[CH:49]=[CH:48][C:47]([N:50]2[CH2:55][CH2:54][NH:53][CH2:52][CH2:51]2)=[CH:46][CH:45]=1. The catalyst is C(#N)CC. The product is [C:1]([O:5][C:6]([N:8]1[CH2:21][CH2:20][N:19]2[CH:10]([C:11](=[O:24])[NH:12][C:13]3[C:18]2=[N:17][CH:16]=[C:15]([CH2:22][N:53]2[CH2:52][CH2:51][N:50]([C:47]4[CH:46]=[CH:45][C:44]([Cl:43])=[CH:49][CH:48]=4)[CH2:55][CH2:54]2)[CH:14]=3)[CH2:9]1)=[O:7])([CH3:4])([CH3:2])[CH3:3]. The yield is 0.820. (3) The product is [NH2:7][C:8]1[CH:16]=[C:15]2[C:11]([C:12]([C:28]#[N:29])=[C:13]([C:19]3[CH:24]=[CH:23][C:22]([O:25][CH2:26][CH3:27])=[CH:21][CH:20]=3)[N:14]2[CH2:17][CH3:18])=[CH:10][CH:9]=1. The yield is 0.960. No catalyst specified. The reactants are C(OC(=O)[NH:7][C:8]1[CH:16]=[C:15]2[C:11]([C:12]([C:28]#[N:29])=[C:13]([C:19]3[CH:24]=[CH:23][C:22]([O:25][CH2:26][CH3:27])=[CH:21][CH:20]=3)[N:14]2[CH2:17][CH3:18])=[CH:10][CH:9]=1)(C)(C)C.C(O)(C(F)(F)F)=O.C(Cl)Cl. (4) The reactants are [C:1]([OH:4])(=[O:3])[CH3:2].C(N(CC)C(C)C)(C)C.Cl[CH2:15][C:16]([C:18]1[CH:19]=[N:20][C:21]2[C:26]([C:27]=1[Cl:28])=[N:25][C:24]([Cl:29])=[CH:23][CH:22]=2)=[O:17]. The catalyst is CC(C)=O. The product is [C:1]([O:4][CH2:15][C:16]([C:18]1[CH:19]=[N:20][C:21]2[C:26]([C:27]=1[Cl:28])=[N:25][C:24]([Cl:29])=[CH:23][CH:22]=2)=[O:17])(=[O:3])[CH3:2]. The yield is 0.420. (5) The reactants are Cl[C:2]1[CH:11]=[CH:10][N:9]=[C:8]2[C:3]=1[CH:4]=[CH:5][C:6]([C:12]([F:15])([F:14])[F:13])=[N:7]2.CC1(C)COB([C:23]2[CH:24]=[C:25]([CH:34]=[CH:35][CH:36]=2)[O:26][CH2:27][C:28]2[CH:33]=[CH:32][CH:31]=[CH:30][N:29]=2)OC1. No catalyst specified. The product is [N:29]1[CH:30]=[CH:31][CH:32]=[CH:33][C:28]=1[CH2:27][O:26][C:25]1[CH:34]=[C:35]([C:2]2[CH:11]=[CH:10][N:9]=[C:8]3[C:3]=2[CH:4]=[CH:5][C:6]([C:12]([F:15])([F:14])[F:13])=[N:7]3)[CH:36]=[CH:23][CH:24]=1. The yield is 0.340.